Dataset: Forward reaction prediction with 1.9M reactions from USPTO patents (1976-2016). Task: Predict the product of the given reaction. (1) The product is: [CH:1]([C:4]1[CH:5]=[CH:6][C:7]([O:22][CH3:23])=[C:8]([C:10]2[C:11]([CH:20]=[O:21])=[CH:12][C:13]([C:16]([F:17])([F:18])[F:19])=[CH:14][CH:15]=2)[CH:9]=1)([CH3:3])[CH3:2]. Given the reactants [CH:1]([C:4]1[CH:5]=[CH:6][C:7]([O:22][CH3:23])=[C:8]([C:10]2[CH:15]=[CH:14][C:13]([C:16]([F:19])([F:18])[F:17])=[CH:12][C:11]=2[CH2:20][OH:21])[CH:9]=1)([CH3:3])[CH3:2].CC(OI1(OC(C)=O)(OC(C)=O)OC(=O)C2C=CC=CC1=2)=O, predict the reaction product. (2) Given the reactants [CH2:1]([C:3]1[C:8](=[O:9])[NH:7][C:6]([CH3:10])=[C:5]([C:11]2[CH:16]=[C:15]([C:17]([OH:19])=O)[CH:14]=[CH:13][N:12]=2)[CH:4]=1)[CH3:2].[CH2:20]([NH2:24])[CH2:21][CH2:22][CH3:23], predict the reaction product. The product is: [CH2:20]([NH:24][C:17]([C:15]1[CH:14]=[CH:13][N:12]=[C:11]([C:5]2[CH:4]=[C:3]([CH2:1][CH3:2])[C:8](=[O:9])[NH:7][C:6]=2[CH3:10])[CH:16]=1)=[O:19])[CH2:21][CH2:22][CH3:23]. (3) Given the reactants [OH-].[Na+].C([O:6][C:7]1[CH:43]=[CH:42][C:41]([C:44]2[CH:45]=[N:46][CH:47]=[CH:48][CH:49]=2)=[CH:40][C:8]=1[C:9]([NH:11][C:12]1[CH:24]=[C:23]([C:25]2[CH:30]=[CH:29][CH:28]=[CH:27][C:26]=2[N:31](C(OC(C)(C)C)=O)[CH3:32])[CH:22]=[CH:21][C:13]=1[C:14]([O:16]C(C)(C)C)=[O:15])=[O:10])(=O)C.C(O)(=O)CC(CC(O)=O)(C(O)=O)O.C(Cl)(Cl)[Cl:64], predict the reaction product. The product is: [ClH:64].[ClH:64].[OH:6][C:7]1[CH:43]=[CH:42][C:41]([C:44]2[CH:45]=[N:46][CH:47]=[CH:48][CH:49]=2)=[CH:40][C:8]=1[C:9]([NH:11][C:12]1[CH:24]=[C:23]([C:25]2[CH:30]=[CH:29][CH:28]=[CH:27][C:26]=2[NH:31][CH3:32])[CH:22]=[CH:21][C:13]=1[C:14]([OH:16])=[O:15])=[O:10]. (4) Given the reactants C(OC([N:8]1[CH2:12][CH2:11][CH:10]([C:13]2[S:14][CH:15]=[C:16]([CH2:18][O:19][C:20]3[CH:25]=[CH:24][C:23]([N:26]4[CH:30]=[N:29][N:28]=[N:27]4)=[CH:22][CH:21]=3)[N:17]=2)[CH2:9]1)=O)(C)(C)C.[ClH:31], predict the reaction product. The product is: [NH:8]1[CH2:12][CH2:11][CH:10]([C:13]2[S:14][CH:15]=[C:16]([CH2:18][O:19][C:20]3[CH:21]=[CH:22][C:23]([N:26]4[CH:30]=[N:29][N:28]=[N:27]4)=[CH:24][CH:25]=3)[N:17]=2)[CH2:9]1.[ClH:31]. (5) Given the reactants Cl[C:2]1[CH:7]=[C:6]([C:8]2[S:9][CH:10]=[CH:11][N:12]=2)[N:5]=[C:4]([C:13]2[O:14][CH:15]=[CH:16][CH:17]=2)[N:3]=1.[NH2:18][CH2:19][CH:20]1[CH2:22][CH2:21]1.C(=O)([O-])[O-].[Cs+].[Cs+].O, predict the reaction product. The product is: [CH:20]1([CH2:19][NH:18][C:2]2[CH:7]=[C:6]([C:8]3[S:9][CH:10]=[CH:11][N:12]=3)[N:5]=[C:4]([C:13]3[O:14][CH:15]=[CH:16][CH:17]=3)[N:3]=2)[CH2:22][CH2:21]1. (6) Given the reactants ClC1C=[C:6](F)[C:5]([CH:9]([CH:11]2[CH2:13][CH2:12]2)O)=[C:4](F)[CH:3]=1.F[C:16]([F:21])(F)[C:17](O)=O.[F:22][C:23]1[C:31]([CH2:32][S:33][CH3:34])=[C:30]2[C:26]([CH:27]=[CH:28][NH:29]2)=[CH:25][CH:24]=1.[Cl:35]CCl, predict the reaction product. The product is: [Cl:35][C:4]1[CH:3]=[C:16]([F:21])[CH:17]=[CH:6][C:5]=1[CH:9]([CH:11]1[CH2:13][CH2:12]1)[C:27]1[C:26]2[C:30](=[C:31]([CH2:32][S:33][CH3:34])[C:23]([F:22])=[CH:24][CH:25]=2)[NH:29][CH:28]=1. (7) Given the reactants [NH4+].[N:2]#[C:3][S-:4].[CH2:5]([O:7][C:8](=[O:14])[CH2:9][CH2:10][C:11](Cl)=[O:12])[CH3:6].[F:15][C:16]1[CH:17]=[C:18]([CH:20]=[CH:21][C:22]=1[F:23])[NH2:19], predict the reaction product. The product is: [CH2:5]([O:7][C:8](=[O:14])[CH2:9][CH2:10][C:11]([NH:2][C:3]([NH:19][C:18]1[CH:20]=[CH:21][C:22]([F:23])=[C:16]([F:15])[CH:17]=1)=[S:4])=[O:12])[CH3:6].